From a dataset of Forward reaction prediction with 1.9M reactions from USPTO patents (1976-2016). Predict the product of the given reaction. Given the reactants [CH2:1]([O:5][C:6]1[CH:15]=[CH:14][C:9]([C:10]([O:12][CH3:13])=[O:11])=[CH:8][C:7]=1[O:16][CH3:17])[CH2:2][CH:3]=[CH2:4].[I-].[Na+].C[Si](C)(C)[C:22]([F:25])(F)[F:23], predict the reaction product. The product is: [F:23][C:22]1([F:25])[CH2:4][CH:3]1[CH2:2][CH2:1][O:5][C:6]1[CH:15]=[CH:14][C:9]([C:10]([O:12][CH3:13])=[O:11])=[CH:8][C:7]=1[O:16][CH3:17].